This data is from Full USPTO retrosynthesis dataset with 1.9M reactions from patents (1976-2016). The task is: Predict the reactants needed to synthesize the given product. Given the product [Cl:1][C:2]1[CH:7]=[CH:6][C:5]([O:8][CH2:9][C@H:10]2[CH2:13][CH2:12][NH:11]2)=[CH:4][N:3]=1, predict the reactants needed to synthesize it. The reactants are: [Cl:1][C:2]1[CH:7]=[CH:6][C:5]([O:8][CH2:9][C@H:10]2[CH2:13][CH2:12][N:11]2C(OC(C)(C)C)=O)=[CH:4][N:3]=1.FC(F)(F)C(O)=O.[OH-].[Na+].